This data is from Full USPTO retrosynthesis dataset with 1.9M reactions from patents (1976-2016). The task is: Predict the reactants needed to synthesize the given product. (1) Given the product [NH2:19][C:12]1[C:13]2=[N:14][CH:15]=[CH:16][CH:17]=[C:18]2[C:10]([C:4]2[CH:5]=[CH:6][C:7]([OH:8])=[C:2]([Br:1])[CH:3]=2)([C:20]2[CH:25]=[CH:24][N:23]=[C:22]([C:26]([F:29])([F:27])[F:28])[CH:21]=2)[N:11]=1, predict the reactants needed to synthesize it. The reactants are: [Br:1][C:2]1[CH:3]=[C:4]([C:10]2([C:20]3[CH:25]=[CH:24][N:23]=[C:22]([C:26]([F:29])([F:28])[F:27])[CH:21]=3)[C:18]3[C:13](=[N:14][CH:15]=[CH:16][CH:17]=3)[C:12]([NH2:19])=[N:11]2)[CH:5]=[CH:6][C:7]=1[O:8]C.B(Br)(Br)Br. (2) Given the product [CH2:9]([O:11][C:12]([C:14]12[CH2:24][C:23]1([CH3:4])[C:22]1[C:17]([N:16]([CH2:26][C:27]3[CH:28]=[CH:29][C:30]([O:33][CH3:34])=[CH:31][CH:32]=3)[C:15]2=[O:35])=[CH:18][CH:19]=[C:20]([Cl:25])[CH:21]=1)=[O:13])[CH3:10], predict the reactants needed to synthesize it. The reactants are: [H-].[Na+].[I-].[CH3:4][S+](C)(C)=O.[CH2:9]([O:11][C:12]([C:14]1[C:15](=[O:35])[N:16]([CH2:26][C:27]2[CH:32]=[CH:31][C:30]([O:33][CH3:34])=[CH:29][CH:28]=2)[C:17]2[C:22]([C:23]=1[CH3:24])=[CH:21][C:20]([Cl:25])=[CH:19][CH:18]=2)=[O:13])[CH3:10]. (3) The reactants are: [CH3:1][C:2]1[C:3]([NH:8][C:9]2[C:18]3[C:13](=[CH:14][C:15]([O:26][CH3:27])=[C:16]([S:19][CH:20]4[CH2:25][CH2:24][O:23][CH2:22][CH2:21]4)[CH:17]=3)[N:12]=[CH:11][CH:10]=2)=[N:4][NH:5][C:6]=1[CH3:7].I(O)(=O)(=O)=[O:29]. Given the product [CH3:1][C:2]1[C:3]([NH:8][C:9]2[C:18]3[C:13](=[CH:14][C:15]([O:26][CH3:27])=[C:16]([S:19]([CH:20]4[CH2:25][CH2:24][O:23][CH2:22][CH2:21]4)=[O:29])[CH:17]=3)[N:12]=[CH:11][CH:10]=2)=[N:4][NH:5][C:6]=1[CH3:7], predict the reactants needed to synthesize it. (4) Given the product [CH2:21]([NH:23][CH:16]1[CH2:17][CH2:18][C:13]([C:7]2[C:6]3[C:10](=[CH:11][CH:12]=[C:4]([N+:1]([O-:3])=[O:2])[CH:5]=3)[NH:9][CH:8]=2)=[CH:14][CH2:15]1)[CH3:22], predict the reactants needed to synthesize it. The reactants are: [N+:1]([C:4]1[CH:5]=[C:6]2[C:10](=[CH:11][CH:12]=1)[NH:9][CH:8]=[C:7]2[C:13]1[CH2:18][CH2:17][C:16](=O)[CH2:15][CH:14]=1)([O-:3])=[O:2].Cl.[CH2:21]([NH2:23])[CH3:22].CC(O)=O.[BH-](OC(C)=O)(OC(C)=O)OC(C)=O.[Na+]. (5) Given the product [F:15][C:16]([F:28])([F:29])[C:17]1[CH:18]=[C:19]([NH:20][S:11]([C:4]2[C:3]([CH2:1][CH3:2])=[CH:8][CH:7]=[CH:6][C:5]=2[CH2:9][CH3:10])(=[O:13])=[O:12])[CH:21]=[C:22]([C:24]([F:25])([F:27])[F:26])[CH:23]=1, predict the reactants needed to synthesize it. The reactants are: [CH2:1]([C:3]1[CH:8]=[CH:7][CH:6]=[C:5]([CH2:9][CH3:10])[C:4]=1[S:11](Cl)(=[O:13])=[O:12])[CH3:2].[F:15][C:16]([F:29])([F:28])[C:17]1[CH:18]=[C:19]([CH:21]=[C:22]([C:24]([F:27])([F:26])[F:25])[CH:23]=1)[NH2:20].